Dataset: Full USPTO retrosynthesis dataset with 1.9M reactions from patents (1976-2016). Task: Predict the reactants needed to synthesize the given product. (1) The reactants are: C(OC[O:9][C:10]1[CH:11]=[C:12](Br)[CH:13]=[C:14]2[C:19]=1[N:18]=[CH:17][N:16](COC(=O)C(C)(C)C)[C:15]2=[O:28])(=O)C(C)(C)C.C(=O)([O-])[O-].[K+].[K+].[O:36]1[CH2:41][CH2:40][N:39]([C:42]2[CH:43]=[C:44](B(O)O)[CH:45]=[CH:46][CH:47]=2)[CH2:38][CH2:37]1.N.CO. Given the product [OH:9][C:10]1[CH:11]=[C:12]([C:46]2[CH:45]=[CH:44][CH:43]=[C:42]([N:39]3[CH2:38][CH2:37][O:36][CH2:41][CH2:40]3)[CH:47]=2)[CH:13]=[C:14]2[C:19]=1[N:18]=[CH:17][NH:16][C:15]2=[O:28], predict the reactants needed to synthesize it. (2) Given the product [Cl:22][C:23]1[CH:24]=[CH:25][C:26]([C@@H:29]2[C@:31]3([C:39]4[C:34](=[CH:35][CH:36]=[CH:37][CH:38]=4)[N:33]([C:16]4[CH:17]=[CH:18][CH:19]=[C:14]([C:13]([N:8]5[CH2:9][CH2:10][N:5]([S:2]([CH3:1])(=[O:4])=[O:3])[CH2:6][CH2:7]5)=[O:21])[CH:15]=4)[C:32]3=[O:40])[CH2:30]2)=[CH:27][CH:28]=1, predict the reactants needed to synthesize it. The reactants are: [CH3:1][S:2]([N:5]1[CH2:10][CH2:9][NH:8][CH2:7][CH2:6]1)(=[O:4])=[O:3].CO[C:13](=[O:21])[C:14]1[CH:19]=[CH:18][CH:17]=[C:16](I)[CH:15]=1.[Cl:22][C:23]1[CH:28]=[CH:27][C:26]([C@H:29]2[C@@:31]3([C:39]4[C:34](=[CH:35][CH:36]=[CH:37][CH:38]=4)[NH:33][C:32]3=[O:40])[CH2:30]2)=[CH:25][CH:24]=1. (3) Given the product [CH3:7][O:8][C:9]1[CH:55]=[CH:54][C:12]([C:13]([O:28][CH2:29][C@H:30]2[O:34][C@@H:33]([N:35]3[CH:50]=[C:49]([CH3:51])[C:39]([NH:40][C:41](=[O:48])[C:42]4[CH:43]=[CH:44][CH:45]=[CH:46][CH:47]=4)=[N:38][C:36]3=[O:37])[C@H:32]([O:52][Si:56]([C:59]([CH3:62])([CH3:61])[CH3:60])([CH3:58])[CH3:57])[C@@H:31]2[OH:53])([C:22]2[CH:23]=[CH:24][CH:25]=[CH:26][CH:27]=2)[C:14]2[CH:15]=[CH:16][C:17]([O:20][CH3:21])=[CH:18][CH:19]=2)=[CH:11][CH:10]=1, predict the reactants needed to synthesize it. The reactants are: N1C=CC=CC=1.[CH3:7][O:8][C:9]1[CH:55]=[CH:54][C:12]([C:13]([O:28][CH2:29][C@H:30]2[O:34][C@@H:33]([N:35]3[CH:50]=[C:49]([CH3:51])[C:39]([NH:40][C:41](=[O:48])[C:42]4[CH:47]=[CH:46][CH:45]=[CH:44][CH:43]=4)=[N:38][C:36]3=[O:37])[C@H:32]([OH:52])[C@@H:31]2[OH:53])([C:22]2[CH:27]=[CH:26][CH:25]=[CH:24][CH:23]=2)[C:14]2[CH:19]=[CH:18][C:17]([O:20][CH3:21])=[CH:16][CH:15]=2)=[CH:11][CH:10]=1.[Si:56](Cl)([C:59]([CH3:62])([CH3:61])[CH3:60])([CH3:58])[CH3:57]. (4) Given the product [Br:34][C:32]1[CH:31]=[CH:30][C:29]2[NH:23][C:47](=[O:48])[CH:49]([CH3:5])[N:26]=[C:27]([C:35]3[CH:40]=[CH:39][CH:38]=[CH:37][CH:36]=3)[C:28]=2[CH:33]=1, predict the reactants needed to synthesize it. The reactants are: [K+].[Br-].N1C2C=CC=CC=2C=C[CH:5]=N1.FC(F)(F)COC(C1N=C[N:23]2[C:29]3[CH:30]=[CH:31][C:32]([Br:34])=[CH:33][C:28]=3[C:27]([C:35]3[CH:40]=[CH:39][CH:38]=[CH:37][C:36]=3F)=[N:26]CC=12)=O.CCO[C:47]([CH3:49])=[O:48]. (5) Given the product [N+:15]([C:18]1[CH:19]=[C:20]([CH:23]=[CH:24][CH:25]=1)[CH2:21][N:1]1[CH2:2][CH2:3][CH:4]([NH:7][C:8](=[O:14])[O:9][C:10]([CH3:11])([CH3:13])[CH3:12])[CH2:5][CH2:6]1)([O-:17])=[O:16], predict the reactants needed to synthesize it. The reactants are: [NH:1]1[CH2:6][CH2:5][CH:4]([NH:7][C:8](=[O:14])[O:9][C:10]([CH3:13])([CH3:12])[CH3:11])[CH2:3][CH2:2]1.[N+:15]([C:18]1[CH:19]=[C:20]([CH:23]=[CH:24][CH:25]=1)[CH:21]=O)([O-:17])=[O:16].[BH-](OC(C)=O)(OC(C)=O)OC(C)=O.[Na+].C(O)(=O)C.